Predict the reactants needed to synthesize the given product. From a dataset of Full USPTO retrosynthesis dataset with 1.9M reactions from patents (1976-2016). (1) The reactants are: [CH3:1][C:2]1[NH:3][C:4]2[C:9]([C:10]=1[CH:11]1[CH2:16][CH2:15][N:14]([CH3:17])[CH2:13][CH2:12]1)=[CH:8][C:7]([OH:18])=[CH:6][CH:5]=2.[F:19][C:20]1[CH:25]=[CH:24][CH:23]=[C:22]([F:26])[C:21]=1[S:27](Cl)(=[O:29])=[O:28].C(Cl)(=O)C. Given the product [CH3:1][C:2]1[NH:3][C:4]2[C:9]([C:10]=1[CH:11]1[CH2:16][CH2:15][N:14]([CH3:17])[CH2:13][CH2:12]1)=[CH:8][C:7]([O:18][S:27]([C:21]1[C:22]([F:26])=[CH:23][CH:24]=[CH:25][C:20]=1[F:19])(=[O:29])=[O:28])=[CH:6][CH:5]=2, predict the reactants needed to synthesize it. (2) Given the product [Cl:9][C:7]1[CH:8]=[C:3]([NH:20][C:19]2[CH:21]=[CH:22][C:16]([N+:13]([O-:15])=[O:14])=[CH:17][CH:18]=2)[C:4]2[N:5]([CH:10]=[CH:11][N:12]=2)[N:6]=1, predict the reactants needed to synthesize it. The reactants are: Cl.Br[C:3]1[C:4]2[N:5]([CH:10]=[CH:11][N:12]=2)[N:6]=[C:7]([Cl:9])[CH:8]=1.[N+:13]([C:16]1[CH:22]=[CH:21][C:19]([NH2:20])=[CH:18][CH:17]=1)([O-:15])=[O:14].CC(C)([O-])C.[K+].C1COCC1. (3) Given the product [C:13]([O:12][C:10](=[O:9])[NH:7][C:2]1[CH:3]=[CH:4][CH:5]=[CH:6][C:1]=1[NH2:8])([CH3:16])([CH3:15])[CH3:14], predict the reactants needed to synthesize it. The reactants are: [C:1]1([NH2:8])[CH:6]=[CH:5][CH:4]=[CH:3][C:2]=1[NH2:7].[O:9](C(OC(C)(C)C)=O)[C:10]([O:12][C:13]([CH3:16])([CH3:15])[CH3:14])=O.O. (4) Given the product [CH3:12][O:11][C:4]1[CH:3]=[C:2]([C:15]2[CH:14]=[N:13][CH:18]=[CH:17][CH:16]=2)[CH:7]=[CH:6][C:5]=1[N+:8]([O-:10])=[O:9], predict the reactants needed to synthesize it. The reactants are: Cl[C:2]1[CH:7]=[CH:6][C:5]([N+:8]([O-:10])=[O:9])=[C:4]([O:11][CH3:12])[CH:3]=1.[N:13]1[CH:18]=[CH:17][CH:16]=[C:15](B(O)O)[CH:14]=1.C([O-])([O-])=O.[Na+].[Na+]. (5) Given the product [Cl:1][C:2]1[CH:3]=[C:4]2[C:9](=[CH:10][CH:11]=1)[CH:8]=[C:7]([S:12]([CH2:15][CH2:16][C:17]([N:41]1[CH2:42][CH2:43][CH:44]([N:47]3[CH2:51][CH2:50][CH2:49][C:48]3=[O:52])[CH2:45][CH2:46]1)=[O:19])(=[O:13])=[O:14])[CH:6]=[CH:5]2, predict the reactants needed to synthesize it. The reactants are: [Cl:1][C:2]1[CH:3]=[C:4]2[C:9](=[CH:10][CH:11]=1)[CH:8]=[C:7]([S:12]([C:15]#[C:16][C:17]([OH:19])=O)(=[O:14])=[O:13])[CH:6]=[CH:5]2.C1C=CC2N(O)N=NC=2C=1.CCN=C=NCCCN(C)C.[NH:41]1[CH2:46][CH2:45][CH:44]([N:47]2[CH2:51][CH2:50][CH2:49][C:48]2=[O:52])[CH2:43][CH2:42]1.